Predict the reaction yield, written as a fraction of the theoretical maximum amount of product (1.0 means a 100% yield; for example, 0.34 means a 34% yield). From a dataset of Reaction yield outcomes from USPTO patents with 853,638 reactions. The reactants are [C:1]([C:4]1[CH:11]=[CH:10][C:7]([CH:8]=[O:9])=[CH:6][CH:5]=1)([OH:3])=O.CN(C)C=O.S(Cl)(Cl)=O.[CH2:21]([NH:23][CH2:24][CH3:25])[CH3:22]. The catalyst is ClCCl.C(O)C. The product is [CH:8]([C:7]1[CH:10]=[CH:11][C:4]([C:1]([N:23]([CH2:24][CH3:25])[CH2:21][CH3:22])=[O:3])=[CH:5][CH:6]=1)=[O:9]. The yield is 0.320.